This data is from Forward reaction prediction with 1.9M reactions from USPTO patents (1976-2016). The task is: Predict the product of the given reaction. (1) Given the reactants [Br:1]N1C(=O)CCC1=O.[CH3:9][O:10][C:11]([C:13]1[C:14]([NH:23][C:24]2[CH:29]=[CH:28][C:27]([Br:30])=[CH:26][C:25]=2[Cl:31])=[C:15]([Cl:22])[C:16]2[N:17]([CH:19]=[CH:20][N:21]=2)[CH:18]=1)=[O:12], predict the reaction product. The product is: [CH3:9][O:10][C:11]([C:13]1[C:14]([NH:23][C:24]2[CH:29]=[CH:28][C:27]([Br:30])=[CH:26][C:25]=2[Cl:31])=[C:15]([Cl:22])[C:16]2[N:17]([C:19]([Br:1])=[CH:20][N:21]=2)[CH:18]=1)=[O:12]. (2) The product is: [CH3:8][C:4]1[CH:5]=[CH:6][CH:7]=[C:2]([CH3:1])[C:3]=1[C:9]1[CH:14]=[CH:13][CH:12]=[C:11]([CH:15]2[O:24][C:23]3[C:18](=[N:19][C:20]([CH2:25][CH2:26][C:27]([OH:29])=[O:28])=[CH:21][CH:22]=3)[CH2:17][CH2:16]2)[CH:10]=1. Given the reactants [CH3:1][C:2]1[CH:7]=[CH:6][CH:5]=[C:4]([CH3:8])[C:3]=1[C:9]1[CH:14]=[CH:13][CH:12]=[C:11]([CH:15]2[O:24][C:23]3[C:18](=[N:19][C:20]([CH2:25][CH2:26][C:27]([O:29]CC)=[O:28])=[CH:21][CH:22]=3)[CH2:17][CH2:16]2)[CH:10]=1.[Li+].[OH-].Cl, predict the reaction product. (3) Given the reactants [CH2:1]([O:8][C:9]1[CH:14]=[CH:13][N:12]([C:15]2[N:20]=[C:19]3[N:21]([CH3:35])[C:22]4[CH2:27][CH2:26][N:25](C(OC(C)(C)C)=O)[CH2:24][C:23]=4[C:18]3=[CH:17][CH:16]=2)[C:11](=[O:36])[CH:10]=1)[C:2]1[CH:7]=[CH:6][CH:5]=[CH:4][CH:3]=1.Cl, predict the reaction product. The product is: [CH2:1]([O:8][C:9]1[CH:14]=[CH:13][N:12]([C:15]2[N:20]=[C:19]3[N:21]([CH3:35])[C:22]4[CH2:27][CH2:26][NH:25][CH2:24][C:23]=4[C:18]3=[CH:17][CH:16]=2)[C:11](=[O:36])[CH:10]=1)[C:2]1[CH:3]=[CH:4][CH:5]=[CH:6][CH:7]=1. (4) Given the reactants [CH3:1][Si:2]([C:5]#[CH:6])([CH3:4])[CH3:3].[Cl:7][C:8]1[C:9](I)=[CH:10][C:11]([OH:18])=[C:12]([CH:17]=1)[C:13]([O:15][CH3:16])=[O:14], predict the reaction product. The product is: [Cl:7][C:8]1[C:9]([C:6]#[C:5][Si:2]([CH3:4])([CH3:3])[CH3:1])=[CH:10][C:11]([OH:18])=[C:12]([CH:17]=1)[C:13]([O:15][CH3:16])=[O:14]. (5) Given the reactants Br[C:2]1[CH:7]=[CH:6][C:5]([O:8][CH3:9])=[CH:4][C:3]=1[CH2:10][CH2:11][O:12][CH:13]1[CH2:18][CH2:17][CH2:16][CH2:15][O:14]1.C([Li])CCC.[Cl-].[Ce+3].[Cl-].[Cl-].[F:28][C:29]([F:34])([F:33])[C:30](=[O:32])[CH3:31], predict the reaction product. The product is: [F:28][C:29]([F:34])([F:33])[C:30]([C:2]1[CH:7]=[CH:6][C:5]([O:8][CH3:9])=[CH:4][C:3]=1[CH2:10][CH2:11][O:12][CH:13]1[CH2:18][CH2:17][CH2:16][CH2:15][O:14]1)([OH:32])[CH3:31]. (6) Given the reactants [NH3:1].C([O:5][CH2:6][C:7]1[O:8][CH:9]=[C:10]([C:12]([O:14]C)=O)[N:11]=1)(=O)C, predict the reaction product. The product is: [C:12]([C:10]1[N:11]=[C:7]([CH2:6][OH:5])[O:8][CH:9]=1)(=[O:14])[NH2:1].